Regression. Given two drug SMILES strings and cell line genomic features, predict the synergy score measuring deviation from expected non-interaction effect. From a dataset of NCI-60 drug combinations with 297,098 pairs across 59 cell lines. (1) Drug 1: CCC1=C2CN3C(=CC4=C(C3=O)COC(=O)C4(CC)O)C2=NC5=C1C=C(C=C5)O. Drug 2: C1CN(P(=O)(OC1)NCCCl)CCCl. Cell line: NCI-H522. Synergy scores: CSS=22.8, Synergy_ZIP=2.10, Synergy_Bliss=2.48, Synergy_Loewe=-3.86, Synergy_HSA=3.33. (2) Drug 1: C1=CC(=CC=C1C#N)C(C2=CC=C(C=C2)C#N)N3C=NC=N3. Drug 2: CC1=CC=C(C=C1)C2=CC(=NN2C3=CC=C(C=C3)S(=O)(=O)N)C(F)(F)F. Cell line: SNB-19. Synergy scores: CSS=-3.29, Synergy_ZIP=1.83, Synergy_Bliss=2.15, Synergy_Loewe=-5.43, Synergy_HSA=-4.97. (3) Drug 1: CCCS(=O)(=O)NC1=C(C(=C(C=C1)F)C(=O)C2=CNC3=C2C=C(C=N3)C4=CC=C(C=C4)Cl)F. Drug 2: CC12CCC3C(C1CCC2O)C(CC4=C3C=CC(=C4)O)CCCCCCCCCS(=O)CCCC(C(F)(F)F)(F)F. Cell line: ACHN. Synergy scores: CSS=9.69, Synergy_ZIP=-1.56, Synergy_Bliss=1.66, Synergy_Loewe=1.34, Synergy_HSA=1.38. (4) Drug 1: C1=NC2=C(N1)C(=S)N=C(N2)N. Drug 2: C1=NNC2=C1C(=O)NC=N2. Cell line: HT29. Synergy scores: CSS=31.6, Synergy_ZIP=1.46, Synergy_Bliss=6.06, Synergy_Loewe=-29.6, Synergy_HSA=3.29. (5) Drug 1: CC1=CC2C(CCC3(C2CCC3(C(=O)C)OC(=O)C)C)C4(C1=CC(=O)CC4)C. Drug 2: CCC1=C2CN3C(=CC4=C(C3=O)COC(=O)C4(CC)O)C2=NC5=C1C=C(C=C5)O. Cell line: KM12. Synergy scores: CSS=11.9, Synergy_ZIP=-5.23, Synergy_Bliss=-0.521, Synergy_Loewe=-12.9, Synergy_HSA=0.129. (6) Synergy scores: CSS=33.6, Synergy_ZIP=6.30, Synergy_Bliss=5.87, Synergy_Loewe=-26.9, Synergy_HSA=0.906. Drug 2: C1=CC=C(C(=C1)C(C2=CC=C(C=C2)Cl)C(Cl)Cl)Cl. Cell line: A549. Drug 1: C1CN1C2=NC(=NC(=N2)N3CC3)N4CC4.